From a dataset of Forward reaction prediction with 1.9M reactions from USPTO patents (1976-2016). Predict the product of the given reaction. (1) Given the reactants [Cl:1][C:2]1[CH:7]=[CH:6][C:5]([Cl:8])=[CH:4][C:3]=1[NH:9][C:10]1[N:15]2[N:16]=[CH:17][C:18]([S:19]([NH2:22])(=[O:21])=[O:20])=[C:14]2[N:13]=[CH:12][C:11]=1[C:23]([N:25]1[CH2:30][CH2:29][CH:28]([C:31]2[CH:36]=[CH:35][C:34]([F:37])=[CH:33][CH:32]=2)[CH2:27][CH2:26]1)=[O:24].[CH3:38][C:39]1([C:43](O)=[O:44])[CH2:42][O:41][CH2:40]1, predict the reaction product. The product is: [Cl:1][C:2]1[CH:7]=[CH:6][C:5]([Cl:8])=[CH:4][C:3]=1[NH:9][C:10]1[N:15]2[N:16]=[CH:17][C:18]([S:19]([NH:22][C:43]([C:39]3([CH3:38])[CH2:42][O:41][CH2:40]3)=[O:44])(=[O:21])=[O:20])=[C:14]2[N:13]=[CH:12][C:11]=1[C:23]([N:25]1[CH2:30][CH2:29][CH:28]([C:31]2[CH:32]=[CH:33][C:34]([F:37])=[CH:35][CH:36]=2)[CH2:27][CH2:26]1)=[O:24]. (2) Given the reactants [CH3:1][NH:2][C:3]1[C:8]([N+:9]([O-])=O)=[CH:7][N:6]=[C:5]([NH:12][C:13]2[CH:18]=[CH:17][C:16]([N:19]3[CH2:24][CH2:23][O:22][CH2:21][CH2:20]3)=[CH:15][CH:14]=2)[N:4]=1, predict the reaction product. The product is: [NH2:9][C:8]1[C:3]([NH:2][CH3:1])=[N:4][C:5]([NH:12][C:13]2[CH:18]=[CH:17][C:16]([N:19]3[CH2:20][CH2:21][O:22][CH2:23][CH2:24]3)=[CH:15][CH:14]=2)=[N:6][CH:7]=1. (3) Given the reactants C([O:4][C@@H:5]([C:7]1[N:12]=[C:11]([N:13]2[CH2:22][CH2:21][C:20]3[C:15](=[CH:16][CH:17]=[C:18]([C:23]4[CH:27]=[CH:26][S:25][CH:24]=4)[CH:19]=3)[CH2:14]2)[CH:10]=[CH:9][N:8]=1)[CH3:6])(=O)C.O.[OH-].[Li+], predict the reaction product. The product is: [S:25]1[CH:26]=[CH:27][C:23]([C:18]2[CH:19]=[C:20]3[C:15](=[CH:16][CH:17]=2)[CH2:14][N:13]([C:11]2[CH:10]=[CH:9][N:8]=[C:7]([CH:5]([OH:4])[CH3:6])[N:12]=2)[CH2:22][CH2:21]3)=[CH:24]1. (4) The product is: [Br:1][C:2]1[CH:3]=[CH:4][C:5]([N:8]2[CH:12]=[C:11]([CH2:13][CH2:14][CH2:15][O:16][C:17]3[C:22]([O:23][CH3:24])=[CH:21][CH:20]=[CH:19][C:18]=3[CH2:25][C:26]([OH:28])=[O:27])[C:10]([CH:30]([CH2:33][CH3:34])[CH2:31][CH3:32])=[N:9]2)=[N:6][CH:7]=1. Given the reactants [Br:1][C:2]1[CH:3]=[CH:4][C:5]([N:8]2[CH:12]=[C:11]([CH2:13][CH2:14][CH2:15][O:16][C:17]3[C:22]([O:23][CH3:24])=[CH:21][CH:20]=[CH:19][C:18]=3[CH2:25][C:26]([O:28]C)=[O:27])[C:10]([CH:30]([CH2:33][CH3:34])[CH2:31][CH3:32])=[N:9]2)=[N:6][CH:7]=1.[OH-].[Na+].O1CCCC1.Cl, predict the reaction product. (5) Given the reactants C1(OC)C=CC=CC=1.[C:9]([C:13]1[CH:18]=[CH:17][C:16](/[C:19](/[C:38]2[N:43]=[C:42]([O:44][CH3:45])[C:41]([CH2:46][CH2:47][C:48]([O:50]C(C)(C)C)=[O:49])=[CH:40][CH:39]=2)=[CH:20]\[C@H:21]2[CH2:25][CH2:24][C:23](=[O:26])[N:22]2[CH2:27][C:28]2[CH:33]=[CH:32][C:31]([O:34][CH3:35])=[CH:30][C:29]=2[O:36][CH3:37])=[CH:15][CH:14]=1)([CH3:12])([CH3:11])[CH3:10], predict the reaction product. The product is: [C:9]([C:13]1[CH:18]=[CH:17][C:16](/[C:19](/[C:38]2[N:43]=[C:42]([O:44][CH3:45])[C:41]([CH2:46][CH2:47][C:48]([OH:50])=[O:49])=[CH:40][CH:39]=2)=[CH:20]\[C@H:21]2[CH2:25][CH2:24][C:23](=[O:26])[N:22]2[CH2:27][C:28]2[CH:33]=[CH:32][C:31]([O:34][CH3:35])=[CH:30][C:29]=2[O:36][CH3:37])=[CH:15][CH:14]=1)([CH3:12])([CH3:10])[CH3:11].